The task is: Predict the reactants needed to synthesize the given product.. This data is from Full USPTO retrosynthesis dataset with 1.9M reactions from patents (1976-2016). (1) Given the product [CH3:11][O:12][C:13](=[O:29])[CH:14]([CH3:31])[CH2:15][CH:16]1[CH2:21][CH2:20][N:19]([C:22]([O:24][C:25]([CH3:26])([CH3:28])[CH3:27])=[O:23])[CH2:18][CH2:17]1, predict the reactants needed to synthesize it. The reactants are: C[Si]([N-][Si](C)(C)C)(C)C.[Na+].[CH3:11][O:12][C:13](=[O:29])[CH2:14][CH2:15][CH:16]1[CH2:21][CH2:20][N:19]([C:22]([O:24][C:25]([CH3:28])([CH3:27])[CH3:26])=[O:23])[CH2:18][CH2:17]1.I[CH3:31].Cl. (2) Given the product [CH:32]1([CH2:31][N:28]2[CH2:27][CH2:26][NH:25][CH2:30][CH2:29]2)[CH2:33][CH2:34][CH2:35][CH2:36][CH2:37]1.[ClH:38], predict the reactants needed to synthesize it. The reactants are: C(O[BH-](OC(=O)C)OC(=O)C)(=O)C.[Na+].C(N1CCNCC1)=O.C([N:25]1[CH2:30][CH2:29][N:28]([CH2:31][CH:32]2[CH2:37][CH2:36][CH2:35][CH2:34][CH2:33]2)[CH2:27][CH2:26]1)=O.[ClH:38]. (3) Given the product [NH2:25][C:26]1[N:35]=[C:34]([N:36]2[CH2:37][CH2:38][N:39]([CH3:42])[CH2:40][CH2:41]2)[C:33]2[C:28](=[CH:29][C:30]([C:43]([NH:55][C@@H:56]([CH2:62][C:63]3[CH:64]=[CH:65][C:66]([C:69]4[CH:70]=[CH:71][CH:72]=[CH:73][CH:74]=4)=[CH:67][CH:68]=3)[C:57]([N:59]([CH3:61])[CH3:60])=[O:58])=[O:44])=[CH:31][CH:32]=2)[N:27]=1, predict the reactants needed to synthesize it. The reactants are: F[P-](F)(F)(F)(F)F.C[N+](C)=C(N(C)C)ON1C2N=CC=CC=2N=N1.[NH2:25][C:26]1[N:35]=[C:34]([N:36]2[CH2:41][CH2:40][N:39]([CH3:42])[CH2:38][CH2:37]2)[C:33]2[C:28](=[CH:29][C:30]([C:43](O)=[O:44])=[CH:31][CH:32]=2)[N:27]=1.C(N(CC)C(C)C)(C)C.[NH2:55][C@@H:56]([CH2:62][C:63]1[CH:68]=[CH:67][C:66]([C:69]2[CH:74]=[CH:73][CH:72]=[CH:71][CH:70]=2)=[CH:65][CH:64]=1)[C:57]([N:59]([CH3:61])[CH3:60])=[O:58]. (4) Given the product [NH2:9][C:10]1[C:11]2[CH:18]=[CH:17][N:16]([C@@H:19]3[O:43][C@H:42]([CH2:44][O:45][C:46](=[O:54])[CH2:47][CH2:48][CH2:49][CH2:50][CH2:51][CH2:52][CH3:53])[C@@H:31]([O:32][C:33](=[O:41])[CH2:34][CH2:35][CH2:36][CH2:37][CH2:38][CH2:39][CH3:40])[C@@:20]3([CH3:55])[O:21][C:22](=[O:30])[CH2:23][CH2:24][CH2:25][CH2:26][CH2:27][CH2:28][CH3:29])[C:12]=2[N:13]=[CH:14][N:15]=1, predict the reactants needed to synthesize it. The reactants are: COC1C=CC([N:9](C(C2C=CC=CC=2)C2C=CC=CC=2)[C:10]2[C:11]3[CH:18]=[CH:17][N:16]([C@@H:19]4[O:43][C@H:42]([CH2:44][O:45][C:46](=[O:54])[CH2:47][CH2:48][CH2:49][CH2:50][CH2:51][CH2:52][CH3:53])[C@@H:31]([O:32][C:33](=[O:41])[CH2:34][CH2:35][CH2:36][CH2:37][CH2:38][CH2:39][CH3:40])[C@@:20]4([CH3:55])[O:21][C:22](=[O:30])[CH2:23][CH2:24][CH2:25][CH2:26][CH2:27][CH2:28][CH3:29])[C:12]=3[N:13]=[CH:14][N:15]=2)=CC=1.CO.C(O)(=O)C.